From a dataset of Retrosynthesis with 50K atom-mapped reactions and 10 reaction types from USPTO. Predict the reactants needed to synthesize the given product. (1) Given the product C[C@]12C[C@H](O)[C@H]3[C@@H](CCC4=CC(=O)CC[C@@]43C)[C@@H]1CCC2=O, predict the reactants needed to synthesize it. The reactants are: C[C@]12C[C@H](O)[C@@]3(Br)[C@@H](CCC4=CC(=O)CC[C@@]43C)[C@@H]1CCC2=O. (2) Given the product Cc1noc(NC(=O)N2CCN(c3nc(-c4cccc(Cl)c4Cl)cs3)CC2)c1C, predict the reactants needed to synthesize it. The reactants are: Cc1noc(NC(=O)OCC(Cl)(Cl)Cl)c1C.Clc1cccc(-c2csc(N3CCNCC3)n2)c1Cl. (3) The reactants are: CC(C(=O)Cl)c1ccc(-n2cc(Cl)cn2)c(Cl)c1.N. Given the product CC(C(N)=O)c1ccc(-n2cc(Cl)cn2)c(Cl)c1, predict the reactants needed to synthesize it. (4) Given the product OCC1(C(O)c2ccccc2Cl)CCCC1, predict the reactants needed to synthesize it. The reactants are: CCOC(=O)C1(C(O)c2ccccc2Cl)CCCC1.